From a dataset of Reaction yield outcomes from USPTO patents with 853,638 reactions. Predict the reaction yield, written as a fraction of the theoretical maximum amount of product (1.0 means a 100% yield; for example, 0.34 means a 34% yield). (1) The reactants are C([Mg]Cl)(C)C.[C:6]([CH2:8][C:9]([OH:11])=O)#[N:7].[Cl:12][C:13]1[CH:18]=[CH:17][C:16]([CH2:19]C(O)=O)=[CH:15][CH:14]=1.C1N=CN(C(N2C=NC=C2)=O)C=1.O. The yield is 0.600. The product is [Cl:12][C:13]1[CH:18]=[CH:17][C:16]([CH2:19][C:9](=[O:11])[CH2:8][C:6]#[N:7])=[CH:15][CH:14]=1. The catalyst is C1COCC1.CC(O)=O. (2) The product is [Cl:25][C:15]1[C:14]([N:11]2[CH2:10][CH2:9][N:8]([CH2:6][CH:57]([OH:58])[CH2:56][N:43]3[C:40]4[CH2:41][CH2:42][N:37]([S:34]([CH3:33])(=[O:36])=[O:35])[CH2:38][C:39]=4[C:45]([C:46]4[CH:51]=[CH:50][C:49]([C:52]([F:54])([F:55])[F:53])=[CH:48][CH:47]=4)=[N:44]3)[CH2:13][CH2:12]2)=[C:19]([NH:20][S:21]([CH3:24])(=[O:22])=[O:23])[CH:18]=[CH:17][CH:16]=1. The reactants are C(O[C:6]([N:8]1[CH2:13][CH2:12][N:11]([C:14]2[C:19]([NH:20][S:21]([CH3:24])(=[O:23])=[O:22])=[CH:18][CH:17]=[CH:16][C:15]=2[Cl:25])[CH2:10][CH2:9]1)=O)(C)(C)C.FC(F)(F)C(O)=O.[CH3:33][S:34]([N:37]1[CH2:42][CH2:41][C:40]2[N:43]([CH2:56][CH:57]3C[O:58]3)[N:44]=[C:45]([C:46]3[CH:51]=[CH:50][C:49]([C:52]([F:55])([F:54])[F:53])=[CH:48][CH:47]=3)[C:39]=2[CH2:38]1)(=[O:36])=[O:35]. The yield is 0.200. The catalyst is C(Cl)Cl. (3) The reactants are Cl[C:2]1[N:7]=[C:6]([NH:8][C@@H:9]2[CH2:14][CH2:13][CH2:12][CH2:11][C@H:10]2[NH:15][S:16]([CH3:19])(=[O:18])=[O:17])[C:5]([Cl:20])=[CH:4][N:3]=1.[CH2:21]([N:23]1[CH2:29][CH2:28][C:27]2[CH:30]=[C:31]([NH2:34])[CH:32]=[CH:33][C:26]=2[CH2:25][CH2:24]1)[CH3:22].Cl.C(=O)([O-])[O-]. The catalyst is COCCO.O1CCOCC1. The product is [Cl:20][C:5]1[C:6]([NH:8][C@@H:9]2[CH2:14][CH2:13][CH2:12][CH2:11][C@H:10]2[NH:15][S:16]([CH3:19])(=[O:18])=[O:17])=[N:7][C:2]([NH:34][C:31]2[CH:32]=[CH:33][C:26]3[CH2:25][CH2:24][N:23]([CH2:21][CH3:22])[CH2:29][CH2:28][C:27]=3[CH:30]=2)=[N:3][CH:4]=1. The yield is 0.280. (4) The reactants are [F:1][C:2]([F:11])([F:10])[CH2:3]N1CCCCC1.C([N:14](CC)CC)C.ClC1C=CC([S:26](Cl)(=[O:28])=[O:27])=CC=1. The catalyst is ClCCCl. The product is [F:1][C:2]([F:11])([F:10])[CH2:3][S:26]([NH2:14])(=[O:28])=[O:27]. The yield is 0.380. (5) The reactants are [CH2:1]([C:5]1[CH:10]=[CH:9][C:8]([C:11]#[C:12][C:13]2[CH:38]=[CH:37][C:16]([CH2:17][N:18]([CH2:24][C:25]3[CH:36]=[CH:35][C:28]([O:29][CH2:30][C:31]([O:33]C)=[O:32])=[CH:27][CH:26]=3)[S:19]([CH2:22][CH3:23])(=[O:21])=[O:20])=[CH:15][CH:14]=2)=[CH:7][CH:6]=1)[CH2:2][CH2:3][CH3:4].[OH-].[Na+].Cl. The catalyst is CCO. The product is [CH2:1]([C:5]1[CH:6]=[CH:7][C:8]([C:11]#[C:12][C:13]2[CH:38]=[CH:37][C:16]([CH2:17][N:18]([CH2:24][C:25]3[CH:36]=[CH:35][C:28]([O:29][CH2:30][C:31]([OH:33])=[O:32])=[CH:27][CH:26]=3)[S:19]([CH2:22][CH3:23])(=[O:20])=[O:21])=[CH:15][CH:14]=2)=[CH:9][CH:10]=1)[CH2:2][CH2:3][CH3:4]. The yield is 0.900. (6) The reactants are [CH2:1]([O:3][C:4]([C:6]1[C:14]2[CH2:13][CH2:12][C:11](=[CH:15]N(C)C)[C:10](=O)[C:9]=2[N:8]([CH3:20])[N:7]=1)=[O:5])[CH3:2].Cl.[NH2:22][C:23]([NH2:25])=[NH:24]. The catalyst is C(O)C.CC[O-].[Na+]. The product is [NH2:24][C:23]1[N:25]=[CH:15][C:11]2[CH:12]=[CH:13][C:14]3[C:6]([C:4]([O:3][CH2:1][CH3:2])=[O:5])=[N:7][N:8]([CH3:20])[C:9]=3[C:10]=2[N:22]=1. The yield is 0.850.